This data is from Full USPTO retrosynthesis dataset with 1.9M reactions from patents (1976-2016). The task is: Predict the reactants needed to synthesize the given product. (1) Given the product [CH3:23][N:20]1[CH2:19][CH2:18][N:17]([C:4]2[C:3]3[N:12]([CH:24]=[N:2][N:1]=3)[C:11]3[C:6]([N:5]=2)=[CH:7][CH:8]=[C:9]([C:13]([F:15])([F:14])[F:16])[CH:10]=3)[CH2:22][CH2:21]1, predict the reactants needed to synthesize it. The reactants are: [NH:1]([C:3]1[C:4]([N:17]2[CH2:22][CH2:21][N:20]([CH3:23])[CH2:19][CH2:18]2)=[N:5][C:6]2[C:11]([N:12]=1)=[CH:10][C:9]([C:13]([F:16])([F:15])[F:14])=[CH:8][CH:7]=2)[NH2:2].[CH:24](OCC)(OCC)OCC. (2) Given the product [CH3:1][O:2][C:3]1[CH:11]=[CH:10][C:9]([O:12][CH3:13])=[CH:8][C:4]=1[CH2:5][CH2:6]/[N:7]=[CH:14]/[C:15]1[CH:20]=[CH:19][CH:18]=[CH:17][CH:16]=1, predict the reactants needed to synthesize it. The reactants are: [CH3:1][O:2][C:3]1[CH:11]=[CH:10][C:9]([O:12][CH3:13])=[CH:8][C:4]=1[CH2:5][CH2:6][NH2:7].[CH:14](=O)[C:15]1[CH:20]=[CH:19][CH:18]=[CH:17][CH:16]=1.S([O-])([O-])(=O)=O.[Mg+2]. (3) Given the product [Cl:18][C:15]1[CH:16]=[CH:17][C:10]2[N:9]=[C:8]([C:5]3[CH:6]=[CH:7][C:2]([C:23]4[CH:24]=[CH:25][C:20]([Cl:19])=[CH:21][CH:22]=4)=[CH:3][CH:4]=3)[CH2:13][O:12][C:11]=2[CH:14]=1, predict the reactants needed to synthesize it. The reactants are: Br[C:2]1[CH:7]=[CH:6][C:5]([C:8]2[CH2:13][O:12][C:11]3[CH:14]=[C:15]([Cl:18])[CH:16]=[CH:17][C:10]=3[N:9]=2)=[CH:4][CH:3]=1.[Cl:19][C:20]1[CH:25]=[CH:24][C:23](B(O)O)=[CH:22][CH:21]=1. (4) Given the product [CH2:48]([N:55]1[CH:59]=[C:58]([C:60](=[O:70])[N:61]([CH2:66][CH2:67][CH2:68][CH3:69])[CH2:62][CH2:63][CH2:64][CH3:65])[N:57]=[C:56]1[C:71]1[CH:80]=[CH:79][C:74]([C:75]([OH:77])=[O:76])=[CH:73][C:72]=1[C:81]([N:83]1[C@H:92]([CH2:93][OH:94])[CH2:91][C:90]2[C:85](=[CH:86][CH:87]=[CH:88][CH:89]=2)[CH2:84]1)=[O:82])[C:49]1[CH:50]=[CH:51][CH:52]=[CH:53][CH:54]=1, predict the reactants needed to synthesize it. The reactants are: C(N(CCCC)C(C1N=C(C2C=CC(C(O)=O)=CC=2C(N2[C@H](CO)CC3C(=CC=CC=3)C2)=O)N(CCC2C=CC=CC=2)C=1)=O)CCC.[CH2:48]([N:55]1[CH:59]=[C:58]([C:60](=[O:70])[N:61]([CH2:66][CH2:67][CH2:68][CH3:69])[CH2:62][CH2:63][CH2:64][CH3:65])[N:57]=[C:56]1[C:71]1[CH:80]=[CH:79][C:74]([C:75]([O:77]C)=[O:76])=[CH:73][C:72]=1[C:81]([N:83]1[C@H:92]([CH2:93][OH:94])[CH2:91][C:90]2[C:85](=[CH:86][CH:87]=[CH:88][CH:89]=2)[CH2:84]1)=[O:82])[C:49]1[CH:54]=[CH:53][CH:52]=[CH:51][CH:50]=1. (5) Given the product [C:11]([Si:15]([CH3:23])([CH3:22])[O:16][CH2:17][CH2:18][C@@H:19]([OH:20])[CH2:21][NH:8][C:7]1[CH:9]=[CH:10][C:4]([O:3][CH2:1][CH3:2])=[CH:5][CH:6]=1)([CH3:12])([CH3:14])[CH3:13], predict the reactants needed to synthesize it. The reactants are: [CH2:1]([O:3][C:4]1[CH:10]=[CH:9][C:7]([NH2:8])=[CH:6][CH:5]=1)[CH3:2].[C:11]([Si:15]([CH3:23])([CH3:22])[O:16][CH2:17][CH2:18][C@@H:19]1[CH2:21][O:20]1)([CH3:14])([CH3:13])[CH3:12]. (6) The reactants are: [CH3:1][O:2][C:3]1[CH:4]=[C:5]([CH:23]=[CH:24][C:25]=1[O:26][CH3:27])[C:6]([NH:8][C:9]1[CH:14]=[CH:13][C:12]([C:15]2([C:20](O)=[O:21])[CH2:19][CH2:18][CH2:17][CH2:16]2)=[CH:11][CH:10]=1)=[O:7].C1C=CC2N(O)N=[N:34][C:32]=2C=1.C(Cl)CCl.CN. Given the product [CH3:1][O:2][C:3]1[CH:4]=[C:5]([CH:23]=[CH:24][C:25]=1[O:26][CH3:27])[C:6]([NH:8][C:9]1[CH:14]=[CH:13][C:12]([C:15]2([C:20](=[O:21])[NH:34][CH3:32])[CH2:19][CH2:18][CH2:17][CH2:16]2)=[CH:11][CH:10]=1)=[O:7], predict the reactants needed to synthesize it. (7) Given the product [Cl:1][C:2]1[CH:26]=[CH:25][C:5]2[S:6][CH:7]=[C:8]([CH2:9][N:10]3[CH2:14][CH2:13][N:12]([C:15]4[S:16][C:17]([C:21]([NH:57][CH2:58][C:59]5[CH:60]=[N:61][CH:62]=[CH:63][CH:64]=5)=[O:23])=[C:18]([CH3:20])[N:19]=4)[C:11]3=[O:24])[C:4]=2[CH:3]=1, predict the reactants needed to synthesize it. The reactants are: [Cl:1][C:2]1[CH:26]=[CH:25][C:5]2[S:6][CH:7]=[C:8]([CH2:9][N:10]3[CH2:14][CH2:13][N:12]([C:15]4[S:16][C:17]([C:21]([OH:23])=O)=[C:18]([CH3:20])[N:19]=4)[C:11]3=[O:24])[C:4]=2[CH:3]=1.ON1C2C=CC=CC=2N=N1.CN(C)CCCN=C=NCC.C(N(C(C)C)CC)(C)C.[NH2:57][CH2:58][C:59]1[CH:60]=[N:61][CH:62]=[CH:63][CH:64]=1. (8) Given the product [F:24][CH:2]([F:1])[C:3]1[N:8]2[N:9]=[CH:10][C:11]([C:12]#[C:13][C:26]3[CH:27]=[C:28]([S:32]([NH:35][C:36]([CH2:40][OH:41])([CH3:39])[CH2:37][OH:38])(=[O:34])=[O:33])[CH:29]=[CH:30][CH:31]=3)=[C:7]2[N:6]=[C:5]([C:14]2[CH:19]=[CH:18][C:17]([C:20]([F:23])([F:22])[F:21])=[CH:16][CH:15]=2)[CH:4]=1, predict the reactants needed to synthesize it. The reactants are: [F:1][CH:2]([F:24])[C:3]1[N:8]2[N:9]=[CH:10][C:11]([C:12]#[CH:13])=[C:7]2[N:6]=[C:5]([C:14]2[CH:19]=[CH:18][C:17]([C:20]([F:23])([F:22])[F:21])=[CH:16][CH:15]=2)[CH:4]=1.Br[C:26]1[CH:27]=[C:28]([S:32]([NH:35][C:36]([CH2:40][OH:41])([CH3:39])[CH2:37][OH:38])(=[O:34])=[O:33])[CH:29]=[CH:30][CH:31]=1.